Predict which catalyst facilitates the given reaction. From a dataset of Catalyst prediction with 721,799 reactions and 888 catalyst types from USPTO. (1) Reactant: [CH2:1]([O:8][C:9](=[O:14])[CH2:10][C:11](O)=[O:12])[C:2]1[CH:7]=[CH:6][CH:5]=[CH:4][CH:3]=1.C(Cl)(=O)C([Cl:18])=O.CN(C)C=O. Product: [Cl:18][C:11](=[O:12])[CH2:10][C:9]([O:8][CH2:1][C:2]1[CH:7]=[CH:6][CH:5]=[CH:4][CH:3]=1)=[O:14]. The catalyst class is: 4. (2) Reactant: Br[CH2:2][C:3]([C:5]1[CH:6]=[CH:7][C:8]2[S:12](=[O:14])(=[O:13])[CH:11]=[CH:10][C:9]=2[CH:15]=1)=[O:4].Cl.[C@@H:17]12[N:24]([CH2:25][C@@H:26]([C:28]3[C:29]([CH3:38])=[C:30]4[C:34](=[CH:35][CH:36]=3)[C:33](=[O:37])[O:32][CH2:31]4)[OH:27])[C@@H:21](CC1)[CH2:20][NH:19][CH2:18]2.C(N(CC)C(C)C)(C)C. Product: [O:13]=[S:12]1(=[O:14])[C:8]2[CH:7]=[CH:6][C:5]([C:3](=[O:4])[CH2:2][N:19]3[CH2:18][CH2:17][N:24]([CH2:25][C@@H:26]([C:28]4[CH:36]=[CH:35][C:34]5[C:33](=[O:37])[O:32][CH2:31][C:30]=5[C:29]=4[CH3:38])[OH:27])[CH2:21][CH2:20]3)=[CH:15][C:9]=2[CH:10]=[CH:11]1. The catalyst class is: 1. (3) Reactant: C(N(CC)CC)C.[C:8]([O:12][C:13]([N:15]1[CH2:20][CH2:19][C:18]([NH2:23])([CH2:21][OH:22])[CH2:17][CH2:16]1)=[O:14])([CH3:11])([CH3:10])[CH3:9].Cl[C:25]([O:27][CH2:28][C:29]1[CH:34]=[CH:33][CH:32]=[CH:31][CH:30]=1)=[O:26].O. Product: [C:8]([O:12][C:13]([N:15]1[CH2:16][CH2:17][C:18]([NH:23][C:25]([O:27][CH2:28][C:29]2[CH:34]=[CH:33][CH:32]=[CH:31][CH:30]=2)=[O:26])([CH2:21][OH:22])[CH2:19][CH2:20]1)=[O:14])([CH3:11])([CH3:9])[CH3:10]. The catalyst class is: 7. (4) Reactant: [NH2:1][C:2]1[C:3]([O:21][C:22]2[CH:27]=[CH:26][CH:25]=[CH:24][CH:23]=2)=[N:4][C:5]([CH3:20])=[C:6]([CH3:19])[C:7]=1[NH:8][CH2:9][CH2:10][NH:11][C:12](=[O:18])[O:13][C:14]([CH3:17])([CH3:16])[CH3:15].[C:28](OCC)(OCC)(OCC)[CH3:29].Cl.N1C=CC=CC=1.C1(C)C=CC=CC=1. Product: [CH3:28][C:29]1[N:8]([CH2:9][CH2:10][NH:11][C:12](=[O:18])[O:13][C:14]([CH3:17])([CH3:16])[CH3:15])[C:7]2[C:6]([CH3:19])=[C:5]([CH3:20])[N:4]=[C:3]([O:21][C:22]3[CH:23]=[CH:24][CH:25]=[CH:26][CH:27]=3)[C:2]=2[N:1]=1. The catalyst class is: 13. (5) Reactant: [CH3:1][O:2][C:3](=[O:18])[CH2:4][C:5]1[C:14]([Cl:15])=[CH:13][CH:12]=[C:11]2[C:6]=1[CH:7]=[C:8]([CH2:16]Br)[N:9]=[CH:10]2.[CH3:19][NH:20][CH3:21]. Product: [CH3:1][O:2][C:3](=[O:18])[CH2:4][C:5]1[C:14]([Cl:15])=[CH:13][CH:12]=[C:11]2[C:6]=1[CH:7]=[C:8]([CH2:16][N:20]([CH3:21])[CH3:19])[N:9]=[CH:10]2. The catalyst class is: 1. (6) Reactant: [H-].C([Al+]CC(C)C)C(C)C.[Cl:11][C:12]1[CH:19]=[C:18]([OH:20])[CH:17]=[CH:16][C:13]=1[C:14]#N.Cl.[O:22]1CCCC1. The catalyst class is: 6. Product: [Cl:11][C:12]1[CH:19]=[C:18]([OH:20])[CH:17]=[CH:16][C:13]=1[CH:14]=[O:22]. (7) Reactant: [Li][CH2:2][CH2:3][CH2:4][CH3:5].[CH3:6][C:7]1[CH:22]=[CH:21][CH:20]=[CH:19][C:8]=1[CH2:9][O:10][C:11]1[CH:16]=CC(Br)=C[C:12]=1C.CN([CH:26]=[O:27])C. Product: [CH3:5][C:4]1[CH:16]=[C:11]([O:10][CH2:9][C:8]2[CH:19]=[CH:20][CH:21]=[CH:22][C:7]=2[CH3:6])[CH:12]=[CH:2][C:3]=1[CH:26]=[O:27]. The catalyst class is: 1.